From a dataset of TCR-epitope binding with 47,182 pairs between 192 epitopes and 23,139 TCRs. Binary Classification. Given a T-cell receptor sequence (or CDR3 region) and an epitope sequence, predict whether binding occurs between them. (1) The epitope is RTLNAWVKV. The TCR CDR3 sequence is CASSFEGEQYF. Result: 1 (the TCR binds to the epitope). (2) The epitope is ISDYDYYRY. The TCR CDR3 sequence is CASSGRTGPGEQYF. Result: 0 (the TCR does not bind to the epitope). (3) The epitope is QIKVRVKMV. The TCR CDR3 sequence is CASSSEGSSYEQYF. Result: 0 (the TCR does not bind to the epitope). (4) The epitope is NQKLIANQF. The TCR CDR3 sequence is CASSQEGTGLMNTEAFF. Result: 0 (the TCR does not bind to the epitope). (5) The epitope is GLCTLVAML. The TCR CDR3 sequence is CASSPRANPGELFF. Result: 1 (the TCR binds to the epitope). (6) The epitope is MLNIPSINV. The TCR CDR3 sequence is CATRTRTYNEQFF. Result: 0 (the TCR does not bind to the epitope).